This data is from Catalyst prediction with 721,799 reactions and 888 catalyst types from USPTO. The task is: Predict which catalyst facilitates the given reaction. (1) Reactant: [Cl:1][C:2]1[N:7]=[C:6]([NH:8][NH:9][C:10](=[O:29])[C@H:11]([CH2:23][CH:24]2[CH2:28][CH2:27][CH2:26][CH2:25]2)[CH2:12][N:13]([O:16]C2CCCCO2)[CH:14]=[O:15])[C:5]([F:30])=[C:4]([N:31]([N:38]2[CH2:43][CH2:42][N:41]([CH3:44])[CH2:40][CH2:39]2)[CH2:32][C:33]2[S:34][CH:35]=[CH:36][N:37]=2)[N:3]=1. Product: [Cl:1][C:2]1[N:7]=[C:6]([NH:8][NH:9][C:10](=[O:29])[C@H:11]([CH2:23][CH:24]2[CH2:28][CH2:27][CH2:26][CH2:25]2)[CH2:12][N:13]([OH:16])[CH:14]=[O:15])[C:5]([F:30])=[C:4]([N:31]([N:38]2[CH2:43][CH2:42][N:41]([CH3:44])[CH2:40][CH2:39]2)[CH2:32][C:33]2[S:34][CH:35]=[CH:36][N:37]=2)[N:3]=1. The catalyst class is: 211. (2) Reactant: C(OC(=O)[NH:10][C:11]1[C:12]([C:28]([NH:30][C:31]2[CH:32]=[N:33][CH:34]=[CH:35][C:36]=2[N:37]2[CH2:42][C@H:41]([CH3:43])[C@@H:40]([OH:44])[C@H:39]([NH2:45])[CH2:38]2)=[O:29])=[N:13][C:14]2[C:19]([CH:20]=1)=[CH:18][CH:17]=[C:16]([N:21]1[CH2:26][CH2:25][O:24][CH2:23][C:22]1=[O:27])[CH:15]=2)C1C=CC=CC=1.[H][H]. Product: [NH2:10][C:11]1[C:12]([C:28]([NH:30][C:31]2[CH:32]=[N:33][CH:34]=[CH:35][C:36]=2[N:37]2[CH2:42][C@H:41]([CH3:43])[C@@H:40]([OH:44])[C@H:39]([NH2:45])[CH2:38]2)=[O:29])=[N:13][C:14]2[C:19]([CH:20]=1)=[CH:18][CH:17]=[C:16]([N:21]1[CH2:26][CH2:25][O:24][CH2:23][C:22]1=[O:27])[CH:15]=2. The catalyst class is: 43. (3) Reactant: [C:1]1(=O)[C:9]2[C:4](=[CH:5][CH:6]=[CH:7][CH:8]=2)[CH2:3][CH2:2]1.[NH2:11][C:12]1[CH:17]=[CH:16][CH:15]=[CH:14][CH:13]=1. Product: [C:1]1(=[N:11][C:12]2[CH:17]=[CH:16][CH:15]=[CH:14][CH:13]=2)[C:9]2[C:4](=[CH:5][CH:6]=[CH:7][CH:8]=2)[CH2:3][CH2:2]1. The catalyst class is: 68. (4) Reactant: [OH:1][C:2]1[CH:3]=[C:4]([CH:22]=[CH:23][CH:24]=1)[C:5]([N:7]1[CH2:12][CH2:11][N:10]([C:13]([NH:15][C:16]2[CH:17]=[N:18][CH:19]=[CH:20][CH:21]=2)=[O:14])[CH2:9][CH2:8]1)=[O:6].[F:25][C:26]1[CH:33]=[CH:32][CH:31]=[CH:30][C:27]=1[CH2:28]O.C1C=CC(P(C2C=CC=CC=2)C2C=CC=CC=2)=CC=1.CCOC(/N=N/C(OCC)=O)=O. Product: [F:25][C:26]1[CH:33]=[CH:32][CH:31]=[CH:30][C:27]=1[CH2:28][O:1][C:2]1[CH:3]=[C:4]([CH:22]=[CH:23][CH:24]=1)[C:5]([N:7]1[CH2:8][CH2:9][N:10]([C:13]([NH:15][C:16]2[CH:17]=[N:18][CH:19]=[CH:20][CH:21]=2)=[O:14])[CH2:11][CH2:12]1)=[O:6]. The catalyst class is: 1. (5) Reactant: [C:1](Cl)(=[O:13])[O:2][CH2:3][C:4]1[CH:9]=[C:8]([C:10]#[N:11])[CH:7]=[C:6]([Cl:12])[CH:5]=1.[CH3:15][N:16]([CH2:24][CH2:25][CH:26]1[CH2:31][CH2:30][NH:29][CH2:28][CH2:27]1)[C:17]([C:19]1[N:20]=[N:21][NH:22][CH:23]=1)=[O:18].C(=O)(O)[O-].[Na+].C(O)(=O)CC(CC(O)=O)(C(O)=O)O. Product: [CH3:15][N:16]([CH2:24][CH2:25][CH:26]1[CH2:27][CH2:28][N:29]([C:1]([O:2][CH2:3][C:4]2[CH:9]=[C:8]([C:10]#[N:11])[CH:7]=[C:6]([Cl:12])[CH:5]=2)=[O:13])[CH2:30][CH2:31]1)[C:17]([C:19]1[N:20]=[N:21][NH:22][CH:23]=1)=[O:18]. The catalyst class is: 2. (6) Reactant: [P:1]([O:5][CH2:6][C@H:7]1[O:11][C@@H:10]([N:12]2[C:26]3[N:25]=[CH:24][N:23]=[C:16]([NH:17]C(=O)CCC)[C:15]=3[N:14]=[CH:13]2)[C@H:9]([O:27][CH3:28])[C@@H:8]1[O:29]C(=O)C1C=CC=CC=1)([OH:4])([OH:3])=[O:2].C(N(CC)CC)C.C[Si](Cl)(C)C.II.O.C(S)C. Product: [P:1]([O:5][CH2:6][C@H:7]1[O:11][C@@H:10]([N:12]2[C:26]3[N:25]=[CH:24][N:23]=[C:16]([NH2:17])[C:15]=3[N:14]=[CH:13]2)[C@H:9]([O:27][CH3:28])[C@@H:8]1[OH:29])([OH:3])([OH:4])=[O:2]. The catalyst class is: 17.